This data is from Full USPTO retrosynthesis dataset with 1.9M reactions from patents (1976-2016). The task is: Predict the reactants needed to synthesize the given product. (1) The reactants are: [O-:1]Cl=O.[Na+].[F:5][C:6]([F:51])([F:50])[C:7]1[CH:8]=[C:9]([CH:43]=[C:44]([C:46]([F:49])([F:48])[F:47])[CH:45]=1)[CH2:10][N:11]([CH2:18][C:19]1[C:20]([N:29]2[CH2:33][CH2:32][CH2:31][C@@H:30]2[C@H:34]2[CH2:39][CH2:38][C@H:37]([CH2:40][CH:41]=[O:42])[CH2:36][CH2:35]2)=[N:21][CH:22]=[C:23]([C:25]([F:28])([F:27])[F:26])[CH:24]=1)[C:12]1[N:13]=[N:14][N:15]([CH3:17])[N:16]=1.CC(=CC)C. Given the product [F:49][C:46]([F:47])([F:48])[C:44]1[CH:43]=[C:9]([CH:8]=[C:7]([C:6]([F:5])([F:50])[F:51])[CH:45]=1)[CH2:10][N:11]([CH2:18][C:19]1[C:20]([N:29]2[CH2:33][CH2:32][CH2:31][C@@H:30]2[C@H:34]2[CH2:35][CH2:36][C@H:37]([CH2:40][C:41]([OH:1])=[O:42])[CH2:38][CH2:39]2)=[N:21][CH:22]=[C:23]([C:25]([F:26])([F:27])[F:28])[CH:24]=1)[C:12]1[N:13]=[N:14][N:15]([CH3:17])[N:16]=1, predict the reactants needed to synthesize it. (2) Given the product [CH3:1][C:2]1([CH3:19])[C:6]([C:7]2[CH:8]=[C:9]([CH:14]=[C:15]([F:18])[C:16]=2[O:17][S:27]([C:30]([F:33])([F:32])[F:31])(=[O:29])=[O:28])[C:10]([O:12][CH3:13])=[O:11])=[CH:5][CH2:4][CH2:3]1, predict the reactants needed to synthesize it. The reactants are: [CH3:1][C:2]1([CH3:19])[C:6]([C:7]2[CH:8]=[C:9]([CH:14]=[C:15]([F:18])[C:16]=2[OH:17])[C:10]([O:12][CH3:13])=[O:11])=[CH:5][CH2:4][CH2:3]1.C1C=CC(N([S:27]([C:30]([F:33])([F:32])[F:31])(=[O:29])=[O:28])[S:27]([C:30]([F:33])([F:32])[F:31])(=[O:29])=[O:28])=CC=1.